Task: Predict which catalyst facilitates the given reaction.. Dataset: Catalyst prediction with 721,799 reactions and 888 catalyst types from USPTO (1) Reactant: [CH3:1][C:2]1([CH3:29])[O:7][CH2:6][CH:5]([CH2:8][O:9][C:10]2[C:15]([CH3:16])=[CH:14][N:13]=[C:12]([CH2:17][S:18][C:19]3[NH:23][C:22]4[CH:24]=[CH:25][CH:26]=[CH:27][C:21]=4[N:20]=3)[C:11]=2[CH3:28])[CH2:4][O:3]1.ClC1C=CC=C(C(OO)=[O:38])C=1.C(=O)([O-])O.[Na+]. Product: [CH3:1][C:2]1([CH3:29])[O:3][CH2:4][CH:5]([CH2:8][O:9][C:10]2[C:15]([CH3:16])=[CH:14][N:13]=[C:12]([CH2:17][S:18]([C:19]3[NH:20][C:21]4[CH:27]=[CH:26][CH:25]=[CH:24][C:22]=4[N:23]=3)=[O:38])[C:11]=2[CH3:28])[CH2:6][O:7]1. The catalyst class is: 442. (2) Reactant: O.[NH:2]1[C:6]2[CH:7]=[CH:8][CH:9]=[CH:10][C:5]=2[N:4]=[C:3]1[S:11][CH2:12][C:13]1[N:18]=[C:17]([NH2:19])[CH:16]=[CH:15][CH:14]=1.[NH:2]1[C:6]2[CH:7]=[CH:8][CH:9]=[CH:10][C:5]=2[N:4]=[C:3]1[S:11][CH2:12][C:13]1[N:18]=[C:17]([NH2:19])[CH:16]=[CH:15][CH:14]=1.ClC1C=CC=C(C(OO)=[O:46])C=1. Product: [NH:2]1[C:6]2[CH:7]=[CH:8][CH:9]=[CH:10][C:5]=2[N:4]=[C:3]1[S:11]([CH2:12][C:13]1[N:18]=[C:17]([NH2:19])[CH:16]=[CH:15][CH:14]=1)=[O:46]. The catalyst class is: 22. (3) Reactant: F[C:2]1[CH:9]=[CH:8][C:5]([CH:6]=[O:7])=[CH:4][C:3]=1[N+:10]([O-:12])=[O:11].[NH4+:13].[OH-]. Product: [NH2:13][C:2]1[CH:9]=[CH:8][C:5]([CH:6]=[O:7])=[CH:4][C:3]=1[N+:10]([O-:12])=[O:11]. The catalyst class is: 6. (4) Reactant: [CH3:1][NH:2][C:3]([C:5]1[C:14]2[C:9](=[CH:10][CH:11]=[CH:12][CH:13]=2)[N:8]=[C:7]([CH:15]([NH:17][C:18](=O)OC(C)(C)C)[CH3:16])[C:6]=1[C:25]1[CH:30]=[CH:29][CH:28]=[CH:27][CH:26]=1)=[O:4].Cl.O1CCOCC1.[NH2:38][C:39]1[C:44]([C:45]#[N:46])=C(Cl)[N:42]=[CH:41][N:40]=1.CCN(C(C)C)C(C)C. Product: [NH2:38][C:39]1[N:40]=[CH:41][N:42]=[C:18]([NH:17][C@H:15]([C:7]2[C:6]([C:25]3[CH:26]=[CH:27][CH:28]=[CH:29][CH:30]=3)=[C:5]([C:3]([NH:2][CH3:1])=[O:4])[C:14]3[C:9](=[CH:10][CH:11]=[CH:12][CH:13]=3)[N:8]=2)[CH3:16])[C:44]=1[C:45]#[N:46]. The catalyst class is: 3. (5) Reactant: [CH3:1][O:2][C:3]([C:5]1[CH:6]=[C:7]2[C:11](=[CH:12][CH:13]=1)[NH:10][C:9]([C:14]([OH:16])=O)=[CH:8]2)=[O:4].[OH-].[NH4+:18]. Product: [C:14]([C:9]1[NH:10][C:11]2[C:7]([CH:8]=1)=[CH:6][C:5]([C:3]([O:2][CH3:1])=[O:4])=[CH:13][CH:12]=2)(=[O:16])[NH2:18]. The catalyst class is: 7. (6) Reactant: [CH:1]1([C:6]2[CH:15]=[C:14]3[C:9]([C:10](=[O:18])[CH2:11][C:12]([CH3:17])([CH3:16])[O:13]3)=[C:8]([O:19][CH3:20])[C:7]=2[CH:21]=[O:22])[CH2:5][CH2:4][CH2:3][CH2:2]1.Br[Mg][C:25]1[CH:30]=[CH:29][C:28]([C:31]([F:34])([F:33])[F:32])=[CH:27][CH:26]=1.C(=O)(O)[O-].[Na+]. Product: [CH:1]1([C:6]2[CH:15]=[C:14]3[C:9]([C:10](=[O:18])[CH2:11][C:12]([CH3:17])([CH3:16])[O:13]3)=[C:8]([O:19][CH3:20])[C:7]=2[CH:21]([OH:22])[C:25]2[CH:30]=[CH:29][C:28]([C:31]([F:34])([F:33])[F:32])=[CH:27][CH:26]=2)[CH2:2][CH2:3][CH2:4][CH2:5]1. The catalyst class is: 7.